From a dataset of Full USPTO retrosynthesis dataset with 1.9M reactions from patents (1976-2016). Predict the reactants needed to synthesize the given product. (1) Given the product [NH2:1][C:4]1[C:9]([CH3:10])=[CH:8][C:7]([CH3:11])=[C:6]([C:12]([O:14][CH2:15][CH3:16])=[O:13])[C:5]=1[CH3:17], predict the reactants needed to synthesize it. The reactants are: [N+:1]([C:4]1[C:9]([CH3:10])=[CH:8][C:7]([CH3:11])=[C:6]([C:12]([O:14][CH2:15][CH3:16])=[O:13])[C:5]=1[CH3:17])([O-])=O. (2) Given the product [NH:14]1[CH2:15][CH2:16][CH:11]([C:6]2[CH:7]=[CH:8][CH:9]=[CH:10][C:5]=2[C:2]([OH:1])([CH3:3])[CH3:4])[CH2:12][CH2:13]1, predict the reactants needed to synthesize it. The reactants are: [OH:1][C:2]([C:5]1[CH:10]=[CH:9][CH:8]=[CH:7][C:6]=1[CH:11]1[CH2:16][CH2:15][N:14](C(OC(C)(C)C)=O)[CH2:13][CH2:12]1)([CH3:4])[CH3:3].[OH-].[K+]. (3) Given the product [CH3:1][O:2][C:3](=[O:49])[CH2:4][CH2:5][CH2:6][C:7]#[C:8][CH2:9][C@@H:10]1[C@@H:14](/[CH:15]=[CH:16]/[CH:17]([OH:30])[CH2:18][CH2:19][C:20]2[S:24][C:23]3[CH:25]=[CH:26][CH:27]=[CH:28][C:22]=3[C:21]=2[Cl:29])[C@H:13]([OH:38])[C:12]([CH3:46])([CH3:47])[C:11]1=[O:48], predict the reactants needed to synthesize it. The reactants are: [CH3:1][O:2][C:3](=[O:49])[CH2:4][CH2:5][CH2:6][C:7]#[C:8][CH2:9][C@@H:10]1[C@@H:14](/[CH:15]=[CH:16]/[CH:17]([O:30][Si](C(C)(C)C)(C)C)[CH2:18][CH2:19][C:20]2[S:24][C:23]3[CH:25]=[CH:26][CH:27]=[CH:28][C:22]=3[C:21]=2[Cl:29])[C@H:13]([O:38][Si](C(C)(C)C)(C)C)[C:12]([CH3:47])([CH3:46])[C:11]1=[O:48].C1C=CN=CC=1.F.C(=O)(O)[O-].[Na+]. (4) Given the product [CH3:10][N:11]([CH:12]1[CH2:17][CH2:16][N:15]([C:18]2[S:19][CH:20]=[CH:21][N:22]=2)[CH2:14][CH2:13]1)[C:31](=[O:32])[C:30]#[C:29][C:23]1[CH:28]=[CH:27][CH:26]=[CH:25][CH:24]=1, predict the reactants needed to synthesize it. The reactants are: CC(C)N=C=NC(C)C.[CH3:10][NH:11][CH:12]1[CH2:17][CH2:16][N:15]([C:18]2[S:19][CH:20]=[CH:21][N:22]=2)[CH2:14][CH2:13]1.[C:23]1([C:29]#[C:30][C:31](O)=[O:32])[CH:28]=[CH:27][CH:26]=[CH:25][CH:24]=1. (5) The reactants are: BrC1C=CC(F)=C([C@]2(C)C3[C@](C(O)=O)(C3)SC(N(C(OC(C)(C)C)=O)COCC[Si](C)(C)C)=N2)C=1.[CH3:36][C@H:37]([O:40][C:41]1[N:42]=[CH:43][C:44]([C:47]([NH:49][C:50]2[CH:51]=[CH:52][C:53]([F:84])=[C:54]([C@:56]3([CH3:83])[C@H:62]4[C@:60]([C:63]([O:65]C)=[O:64])([CH2:61]4)[S:59][C:58]([N:67]([C:76]([O:78][C:79]([CH3:82])([CH3:81])[CH3:80])=[O:77])[CH2:68][O:69][CH2:70][CH2:71][Si:72]([CH3:75])([CH3:74])[CH3:73])=[N:57]3)[CH:55]=2)=[O:48])=[N:45][CH:46]=1)[C:38]#[CH:39]. Given the product [CH3:36][C@H:37]([O:40][C:41]1[N:42]=[CH:43][C:44]([C:47]([NH:49][C:50]2[CH:51]=[CH:52][C:53]([F:84])=[C:54]([C@:56]3([CH3:83])[C@H:62]4[C@:60]([C:63]([OH:65])=[O:64])([CH2:61]4)[S:59][C:58]([N:67]([C:76]([O:78][C:79]([CH3:82])([CH3:81])[CH3:80])=[O:77])[CH2:68][O:69][CH2:70][CH2:71][Si:72]([CH3:73])([CH3:75])[CH3:74])=[N:57]3)[CH:55]=2)=[O:48])=[N:45][CH:46]=1)[C:38]#[CH:39], predict the reactants needed to synthesize it. (6) Given the product [CH2:27]([O:26][C:19]1[CH:20]=[C:21]([CH2:24][CH3:25])[CH:22]=[CH:23][C:18]=1[O:17][C:14]1[CH:15]=[CH:16][C:11]([N:10]2[CH2:43][C@H:42]([CH2:41][OH:45])[O:8][C:9]2=[O:35])=[CH:12][C:13]=1[F:34])[C:28]1[CH:33]=[CH:32][CH:31]=[CH:30][CH:29]=1, predict the reactants needed to synthesize it. The reactants are: C([O:8][C:9](=[O:35])[NH:10][C:11]1[CH:16]=[CH:15][C:14]([O:17][C:18]2[CH:23]=[CH:22][C:21]([CH2:24][CH3:25])=[CH:20][C:19]=2[O:26][CH2:27][C:28]2[CH:33]=[CH:32][CH:31]=[CH:30][CH:29]=2)=[C:13]([F:34])[CH:12]=1)C1C=CC=CC=1.C([Li])CCC.[C:41](OC[C@@H]1OC1)(=[O:45])[CH2:42][CH2:43]C.[NH4+].[Cl-].